From a dataset of Full USPTO retrosynthesis dataset with 1.9M reactions from patents (1976-2016). Predict the reactants needed to synthesize the given product. (1) Given the product [O:54]=[C:52]1[C:51]2[C:50](=[CH:58][CH:57]=[CH:56][CH:55]=2)[C:49](=[O:59])[N:53]1[CH2:24][C:21]1[CH:22]=[CH:23][C:18]([N:15]2[CH2:14][CH2:13][N:12]([CH:5]([C:6]3[CH:11]=[CH:10][CH:9]=[CH:8][CH:7]=3)[C:4]([N:3]([CH2:28][CH3:29])[CH2:1][CH3:2])=[O:27])[CH2:17][CH2:16]2)=[C:19]([F:26])[CH:20]=1, predict the reactants needed to synthesize it. The reactants are: [CH2:1]([N:3]([CH2:28][CH3:29])[C:4](=[O:27])[CH:5]([N:12]1[CH2:17][CH2:16][N:15]([C:18]2[CH:23]=[CH:22][C:21]([CH2:24]O)=[CH:20][C:19]=2[F:26])[CH2:14][CH2:13]1)[C:6]1[CH:11]=[CH:10][CH:9]=[CH:8][CH:7]=1)[CH3:2].C1(P(C2C=CC=CC=2)C2C=CC=CC=2)C=CC=CC=1.[C:49]1(=[O:59])[NH:53][C:52](=[O:54])[C:51]2=[CH:55][CH:56]=[CH:57][CH:58]=[C:50]12.N(C(OCC)=O)=NC(OCC)=O. (2) The reactants are: [CH2:1]([O:8][CH2:9][CH2:10][C@H:11]1[CH2:16][CH2:15][C@H:14](/[CH:17]=[N:18]/[S@@:19]([C:21]([CH3:24])([CH3:23])[CH3:22])=[O:20])[CH2:13][CH2:12]1)[C:2]1[CH:7]=[CH:6][CH:5]=[CH:4][CH:3]=1.[CH2:25]([Mg]Cl)[CH:26]=[CH2:27].N#N. Given the product [CH2:1]([O:8][CH2:9][CH2:10][C@H:11]1[CH2:16][CH2:15][C@H:14]([CH:17]([NH:18][S@@:19]([C:21]([CH3:24])([CH3:23])[CH3:22])=[O:20])[CH2:27][CH:26]=[CH2:25])[CH2:13][CH2:12]1)[C:2]1[CH:7]=[CH:6][CH:5]=[CH:4][CH:3]=1, predict the reactants needed to synthesize it. (3) Given the product [Cl:54][C:55]1[CH:60]=[CH:59][C:58]([NH:61][C:62](=[O:63])[NH:32][C:33]2[CH:34]=[CH:35][C:36]([C:39]3[S:43][C:42]([CH:44]4[CH2:45][CH2:46][CH:47]([C:50]([O:52][CH3:53])=[O:51])[CH2:48][CH2:49]4)=[N:41][CH:40]=3)=[CH:37][CH:38]=2)=[C:57]([F:64])[CH:56]=1, predict the reactants needed to synthesize it. The reactants are: FC(F)(F)C1C=C(NC(=O)NC2C=CC(C3SC(CCC(OC)=O)=NC=3)=CC=2)C=CC=1.[NH2:32][C:33]1[CH:38]=[CH:37][C:36]([C:39]2[S:43][C:42]([CH:44]3[CH2:49][CH2:48][CH:47]([C:50]([O:52][CH3:53])=[O:51])[CH2:46][CH2:45]3)=[N:41][CH:40]=2)=[CH:35][CH:34]=1.[Cl:54][C:55]1[CH:60]=[CH:59][C:58]([N:61]=[C:62]=[O:63])=[C:57]([F:64])[CH:56]=1. (4) Given the product [O:31]=[CH:11][CH2:10][C@H:9]([NH:13][C:14]([C:16]1[CH:17]=[N:18][N:19]([C:22]2[CH:27]=[CH:26][C:25]([Cl:28])=[CH:24][CH:23]=2)[C:20]=1[CH3:21])=[O:15])[C:5]1[CH:6]=[CH:7][CH:8]=[C:3]([C:2]([F:30])([F:29])[F:1])[CH:4]=1, predict the reactants needed to synthesize it. The reactants are: [F:1][C:2]([F:30])([F:29])[C:3]1[CH:4]=[C:5]([C@@H:9]([NH:13][C:14]([C:16]2[CH:17]=[N:18][N:19]([C:22]3[CH:27]=[CH:26][C:25]([Cl:28])=[CH:24][CH:23]=3)[C:20]=2[CH3:21])=[O:15])[CH2:10][CH:11]=C)[CH:6]=[CH:7][CH:8]=1.[O:31]=[O+][O-]. (5) Given the product [C:1]([O:5][C:6]([N:8]1[C:16]2[C:11](=[CH:12][CH:13]=[C:14]([O:17][CH2:18][CH2:19][CH2:20][N:21]3[CH2:26][CH2:25][CH2:24][CH2:23][CH2:22]3)[CH:15]=2)[CH:10]=[C:9]1[C:27]1[C:28]2[S:41][C:40]([CH2:42][O:43][S:52]([CH3:51])(=[O:54])=[O:53])=[CH:39][C:29]=2[N:30]([C:32]([O:34][C:35]([CH3:37])([CH3:36])[CH3:38])=[O:33])[N:31]=1)=[O:7])([CH3:2])([CH3:3])[CH3:4], predict the reactants needed to synthesize it. The reactants are: [C:1]([O:5][C:6]([N:8]1[C:16]2[C:11](=[CH:12][CH:13]=[C:14]([O:17][CH2:18][CH2:19][CH2:20][N:21]3[CH2:26][CH2:25][CH2:24][CH2:23][CH2:22]3)[CH:15]=2)[CH:10]=[C:9]1[C:27]1[C:28]2[S:41][C:40]([CH2:42][OH:43])=[CH:39][C:29]=2[N:30]([C:32]([O:34][C:35]([CH3:38])([CH3:37])[CH3:36])=[O:33])[N:31]=1)=[O:7])([CH3:4])([CH3:3])[CH3:2].C(N(CC)CC)C.[CH3:51][S:52](Cl)(=[O:54])=[O:53]. (6) Given the product [F:1][C:2]1[CH:3]=[C:4]([CH:14]([NH:16][C:17]([C:19]2[N:20]=[C:21]([O:35][C:31]3[CH:32]=[CH:33][CH:34]=[C:29]([CH:25]4[CH2:28][CH2:27][CH2:26]4)[CH:30]=3)[O:22][CH:23]=2)=[O:18])[CH3:15])[CH:5]=[C:6]([F:13])[C:7]=1[NH:8][S:9]([CH3:12])(=[O:11])=[O:10], predict the reactants needed to synthesize it. The reactants are: [F:1][C:2]1[CH:3]=[C:4]([CH:14]([NH:16][C:17]([C:19]2[N:20]=[C:21](Cl)[O:22][CH:23]=2)=[O:18])[CH3:15])[CH:5]=[C:6]([F:13])[C:7]=1[NH:8][S:9]([CH3:12])(=[O:11])=[O:10].[CH:25]1([C:29]2[CH:30]=[C:31]([OH:35])[CH:32]=[CH:33][CH:34]=2)[CH2:28][CH2:27][CH2:26]1. (7) Given the product [Br:1][C:2]1[CH:3]=[CH:4][C:5]([NH:12][C@@H:13]([CH2:17][CH3:18])[C:14]([OH:16])=[O:15])=[C:6]([N+:8]([O-:10])=[O:9])[CH:7]=1, predict the reactants needed to synthesize it. The reactants are: [Br:1][C:2]1[CH:3]=[CH:4][C:5](F)=[C:6]([N+:8]([O-:10])=[O:9])[CH:7]=1.[NH2:12][C@@H:13]([CH2:17][CH3:18])[C:14]([OH:16])=[O:15].FC1C=CC(N[C@H](CC)C(O)=O)=C([N+]([O-])=O)C=1. (8) Given the product [Cl:7][C:8]1[CH:13]=[CH:12][CH:11]=[CH:10][C:9]=1[O:14][C:4](=[O:5])[CH2:3][CH2:2][Cl:1], predict the reactants needed to synthesize it. The reactants are: [Cl:1][CH2:2][CH2:3][C:4](Cl)=[O:5].[Cl:7][C:8]1[CH:13]=[CH:12][CH:11]=[CH:10][C:9]=1[OH:14]. (9) Given the product [Cl:1][C:2]1[CH:7]=[CH:6][N:5]=[C:4]2[CH:11]=[CH:12][NH:8][C:3]=12, predict the reactants needed to synthesize it. The reactants are: [Cl:1][C:2]1[CH:7]=[CH:6][N:5]=[CH:4][C:3]=1[N+:8]([O-])=O.[CH:11]([Mg]Br)=[CH2:12]. (10) Given the product [NH2:16][C:10]1[CH:11]=[C:12]2[C:7](=[CH:8][CH:9]=1)[NH:6][C:5]1[N:4]([C:19]3[CH:24]=[CH:23][CH:22]=[CH:21][N:20]=3)[N:3]=[C:2]([CH3:1])[C:14]=1[C:13]2=[O:15], predict the reactants needed to synthesize it. The reactants are: [CH3:1][C:2]1[C:14]2[C:13](=[O:15])[C:12]3[C:7](=[CH:8][CH:9]=[C:10]([N+:16]([O-])=O)[CH:11]=3)[NH:6][C:5]=2[N:4]([C:19]2[CH:24]=[CH:23][CH:22]=[CH:21][N:20]=2)[N:3]=1.